Predict the reactants needed to synthesize the given product. From a dataset of Full USPTO retrosynthesis dataset with 1.9M reactions from patents (1976-2016). (1) Given the product [O-:9][C:3]1[CH:8]=[CH:7][CH:6]=[CH:5][CH:4]=1.[Na+:2].[Cl-:13].[Na+:2].[OH2:14], predict the reactants needed to synthesize it. The reactants are: [OH-].[Na+:2].[C:3]1([OH:9])[CH:8]=[CH:7][CH:6]=[CH:5][CH:4]=1.[H][H].[Na+].[Cl-:13].[O-:14]C1C=CC=CC=1.[Na+]. (2) Given the product [Cl:1][C:2]1[CH:7]=[CH:6][CH:5]=[C:4]([I:8])[C:3]=1[CH2:9][C:10]([O:12][CH2:18][CH3:19])=[O:11], predict the reactants needed to synthesize it. The reactants are: [Cl:1][C:2]1[CH:7]=[CH:6][CH:5]=[C:4]([I:8])[C:3]=1[CH2:9][C:10]([OH:12])=[O:11].OS(O)(=O)=O.[CH3:18][CH2:19]O. (3) The reactants are: [Cl:1][C:2]1[CH:27]=[CH:26][C:5]([O:6][C:7]2[CH:12]=[CH:11][CH:10]=[CH:9][C:8]=2[NH:13][S:14]([C:17]2[CH:25]=[CH:24][C:20]([C:21](O)=[O:22])=[CH:19][CH:18]=2)(=[O:16])=[O:15])=[C:4]([O:28][CH3:29])[CH:3]=1.Cl.Cl.[N:32]1([CH2:37][CH2:38][C@H:39]2[CH2:44][CH2:43][C@H:42]([NH2:45])[CH2:41][CH2:40]2)[CH2:36][CH2:35][CH2:34][CH2:33]1. Given the product [Cl:1][C:2]1[CH:27]=[CH:26][C:5]([O:6][C:7]2[CH:12]=[CH:11][CH:10]=[CH:9][C:8]=2[NH:13][S:14]([C:17]2[CH:25]=[CH:24][C:20]([C:21]([NH:45][C@H:42]3[CH2:43][CH2:44][C@H:39]([CH2:38][CH2:37][N:32]4[CH2:36][CH2:35][CH2:34][CH2:33]4)[CH2:40][CH2:41]3)=[O:22])=[CH:19][CH:18]=2)(=[O:15])=[O:16])=[C:4]([O:28][CH3:29])[CH:3]=1, predict the reactants needed to synthesize it. (4) Given the product [S:19]1[CH:23]=[CH:22][CH:21]=[C:20]1[C:2]1[CH:3]=[CH:4][C:5]([O:8][C@@H:9]2[CH:16]3[CH2:17][N:12]4[CH2:13][CH:14]([CH2:18][CH:10]2[CH2:11]4)[CH2:15]3)=[N:6][CH:7]=1, predict the reactants needed to synthesize it. The reactants are: Br[C:2]1[CH:3]=[CH:4][C:5]([O:8][C@@H:9]2[CH:16]3[CH2:17][N:12]4[CH2:13][CH:14]([CH2:18][CH:10]2[CH2:11]4)[CH2:15]3)=[N:6][CH:7]=1.[S:19]1[CH:23]=[CH:22][CH:21]=[C:20]1B(O)O.C1(C)C=CC(S(O)(=O)=O)=CC=1.C1(C)C=CC(S(O)(=O)=O)=CC=1.N1C=C(C2SC(O[C@@H]3C4CN5CC(CC3C5)C4)=NN=2)C=N1.N. (5) Given the product [O:1]1[CH2:2][CH2:3][CH:4]([CH:7]([C:10]2[CH:11]=[N:12][C:13]([C:16]([F:19])([F:17])[F:18])=[CH:14][CH:15]=2)[CH2:8][NH2:9])[CH2:5][CH2:6]1, predict the reactants needed to synthesize it. The reactants are: [O:1]1[CH2:6][CH2:5][C:4](=[C:7]([C:10]2[CH:11]=[N:12][C:13]([C:16]([F:19])([F:18])[F:17])=[CH:14][CH:15]=2)[C:8]#[N:9])[CH2:3][CH2:2]1.N. (6) Given the product [CH2:1]([N:8]1[C:17]2[C:12](=[CH:13][C:14]([C:18]([F:19])([F:20])[F:21])=[CH:15][CH:16]=2)[CH2:11][CH:10]([NH:44][C:47](=[O:32])[O:56][CH2:49][C:50]2[CH:55]=[CH:54][CH:53]=[CH:52][CH:51]=2)[CH2:9]1)[C:2]1[CH:3]=[CH:4][CH:5]=[CH:6][CH:7]=1, predict the reactants needed to synthesize it. The reactants are: [CH2:1]([N:8]1[C:17]2[C:12](=[CH:13][C:14]([C:18]([F:21])([F:20])[F:19])=[CH:15][CH:16]=2)[CH2:11][CH:10](C(O)=O)[CH2:9]1)[C:2]1[CH:7]=[CH:6][CH:5]=[CH:4][CH:3]=1.C1(P(N=[N+]=[N-])(C2C=CC=CC=2)=[O:32])C=CC=CC=1.C([N:44]([CH2:47]C)CC)C.[CH2:49]([OH:56])[C:50]1[CH:55]=[CH:54][CH:53]=[CH:52][CH:51]=1.